This data is from Reaction yield outcomes from USPTO patents with 853,638 reactions. The task is: Predict the reaction yield, written as a fraction of the theoretical maximum amount of product (1.0 means a 100% yield; for example, 0.34 means a 34% yield). (1) The reactants are [CH2:1]([P:3]([OH:5])[OH:4])[CH3:2].[CH2:6]([OH:9])[CH:7]=[CH2:8].[O-]S(OOS([O-])(=O)=O)(=O)=O.[Na+].[Na+]. The catalyst is O. The product is [CH2:1]([P:3]([CH2:8][CH2:7][CH2:6][OH:9])(=[O:5])[OH:4])[CH3:2]. The yield is 0.890. (2) The reactants are [C:1]1([C:7]2[CH:8]=[C:9]([C:19]3[CH:24]=[CH:23][C:22]([C:25]4(O)[C:38]5[CH:37]=[CH:36][CH:35]=[CH:34][C:33]=5[C:32]([C:40]5[CH:45]=[CH:44][C:43]([C:46]6[CH:51]=[C:50]([C:52]7[CH:57]=[CH:56][CH:55]=[CH:54][CH:53]=7)[CH:49]=[C:48]([C:58]7[CH:63]=[CH:62][CH:61]=[CH:60][CH:59]=7)[CH:47]=6)=[CH:42][CH:41]=5)(O)[C:31]5[C:26]4=[CH:27][CH:28]=[CH:29][CH:30]=5)=[CH:21][CH:20]=3)[CH:10]=[C:11]([C:13]3[CH:18]=[CH:17][CH:16]=[CH:15][CH:14]=3)[CH:12]=2)[CH:6]=[CH:5][CH:4]=[CH:3][CH:2]=1.I.[PH2](O)=O. The catalyst is C(O)(=O)C. The product is [C:1]1([C:7]2[CH:8]=[C:9]([C:19]3[CH:24]=[CH:23][C:22]([C:25]4[C:38]5[C:33]([C:32]([C:40]6[CH:45]=[CH:44][C:43]([C:46]7[CH:47]=[C:48]([C:58]8[CH:59]=[CH:60][CH:61]=[CH:62][CH:63]=8)[CH:49]=[C:50]([C:52]8[CH:53]=[CH:54][CH:55]=[CH:56][CH:57]=8)[CH:51]=7)=[CH:42][CH:41]=6)=[C:31]6[C:26]=4[CH:27]=[CH:28][CH:29]=[CH:30]6)=[CH:34][CH:35]=[CH:36][CH:37]=5)=[CH:21][CH:20]=3)[CH:10]=[C:11]([C:13]3[CH:14]=[CH:15][CH:16]=[CH:17][CH:18]=3)[CH:12]=2)[CH:6]=[CH:5][CH:4]=[CH:3][CH:2]=1. The yield is 0.930.